This data is from Reaction yield outcomes from USPTO patents with 853,638 reactions. The task is: Predict the reaction yield, written as a fraction of the theoretical maximum amount of product (1.0 means a 100% yield; for example, 0.34 means a 34% yield). (1) The reactants are [Br:1][C:2]1[CH:8]=[CH:7][CH:6]=[C:5]([CH2:9][C:10]2[N:15]=[C:14]([O:16][CH3:17])[N:13]=[C:12]([O:18][CH3:19])[N:11]=2)[C:3]=1[NH2:4].N1C=CC=CC=1.[F:26][CH:27]([F:32])[S:28](Cl)(=[O:30])=[O:29].O. The catalyst is C(Cl)Cl. The product is [Br:1][C:2]1[CH:8]=[CH:7][CH:6]=[C:5]([CH2:9][C:10]2[N:11]=[C:12]([O:18][CH3:19])[N:13]=[C:14]([O:16][CH3:17])[N:15]=2)[C:3]=1[NH:4][S:28]([CH:27]([F:32])[F:26])(=[O:30])=[O:29]. The yield is 0.240. (2) The reactants are Cl[C:2]1[N:9]=[C:8]([CH3:10])[CH:7]=[C:6]([CH3:11])[C:3]=1[C:4]#[N:5].NC(N)=[S:14]. The catalyst is C(O)CCC. The product is [SH:14][C:2]1[N:9]=[C:8]([CH3:10])[CH:7]=[C:6]([CH3:11])[C:3]=1[C:4]#[N:5]. The yield is 0.980. (3) The reactants are [C:1]([O:5][C:6](=[O:23])[NH:7][C:8]1[C:9]([CH3:22])=[C:10]([Br:21])[C:11]2[O:15][C:14]([CH3:17])([CH3:16])[CH:13](O)[C:12]=2[C:19]=1[CH3:20])([CH3:4])([CH3:3])[CH3:2].[NH:24]1[CH2:28][CH2:27][CH2:26][CH2:25]1. The catalyst is C(OCC)(=O)C.CCCCCC. The product is [C:1]([O:5][C:6](=[O:23])[NH:7][C:8]1[C:9]([CH3:22])=[C:10]([Br:21])[C:11]2[O:15][C:14]([CH3:16])([CH3:17])[CH:13]([N:24]3[CH2:28][CH2:27][CH2:26][CH2:25]3)[C:12]=2[C:19]=1[CH3:20])([CH3:3])([CH3:4])[CH3:2]. The yield is 0.430. (4) The reactants are C[O:2][C:3]1[C:8]2[N:9]=[C:10]([NH:12][C:13]([C:15]3[S:16][C:17]([CH3:20])=[CH:18][CH:19]=3)=[O:14])[S:11][C:7]=2[C:6]([C:21]2[CH:26]=[CH:25][CH:24]=[CH:23][CH:22]=2)=[CH:5][CH:4]=1.B(Br)(Br)Br. The catalyst is C(OCC)(=O)C. The product is [OH:2][C:3]1[C:8]2[N:9]=[C:10]([NH:12][C:13]([C:15]3[S:16][C:17]([CH3:20])=[CH:18][CH:19]=3)=[O:14])[S:11][C:7]=2[C:6]([C:21]2[CH:26]=[CH:25][CH:24]=[CH:23][CH:22]=2)=[CH:5][CH:4]=1. The yield is 0.190. (5) The reactants are [Na].[CH2:2]([SH:9])[C:3]1[CH:8]=[CH:7][CH:6]=[CH:5][CH:4]=1.[CH3:10][S:11]([C:14]1[CH:19]=[CH:18][CH:17]=[CH:16][C:15]=1Cl)(=[O:13])=[O:12].Cl. The catalyst is CO. The product is [CH2:2]([S:9][C:15]1[CH:16]=[CH:17][CH:18]=[CH:19][C:14]=1[S:11]([CH3:10])(=[O:13])=[O:12])[C:3]1[CH:8]=[CH:7][CH:6]=[CH:5][CH:4]=1. The yield is 0.550. (6) The reactants are [C:1]([C:3]1[CH:11]=[CH:10][C:6]([C:7](Cl)=[O:8])=[CH:5][CH:4]=1)#[N:2].[NH2:12][C:13]1[CH:17]=[CH:16][S:15][C:14]=1[C:18]([O:20][CH3:21])=[O:19].C(N(CC)CC)C. The catalyst is ClCCl. The product is [C:1]([C:3]1[CH:11]=[CH:10][C:6]([C:7]([NH:12][C:13]2[CH:17]=[CH:16][S:15][C:14]=2[C:18]([O:20][CH3:21])=[O:19])=[O:8])=[CH:5][CH:4]=1)#[N:2]. The yield is 0.910. (7) The reactants are [CH3:1][S:2]([C:5]1[CH:6]=[C:7]([C:11]2[S:15][C:14]([C:16]3[N:20]([C:21]4[CH:22]=[C:23]([OH:27])[CH:24]=[CH:25][CH:26]=4)[N:19]=[C:18]([C:28]([F:31])([F:30])[F:29])[CH:17]=3)=[CH:13][CH:12]=2)[CH:8]=[CH:9][CH:10]=1)(=[O:4])=[O:3].[CH3:32][N:33]([CH3:37])[CH2:34][CH2:35]O.C1(P(C2C=CC=CC=2)C2C=CC=CC=2)C=CC=CC=1.N(C(OC(C)C)=O)=NC(OC(C)C)=O. The catalyst is C1COCC1.C(Cl)Cl. The product is [CH3:32][N:33]([CH3:37])[CH2:34][CH2:35][O:27][C:23]1[CH:24]=[CH:25][CH:26]=[C:21]([N:20]2[C:16]([C:14]3[S:15][C:11]([C:7]4[CH:8]=[CH:9][CH:10]=[C:5]([S:2]([CH3:1])(=[O:4])=[O:3])[CH:6]=4)=[CH:12][CH:13]=3)=[CH:17][C:18]([C:28]([F:31])([F:29])[F:30])=[N:19]2)[CH:22]=1. The yield is 0.440.